From a dataset of Full USPTO retrosynthesis dataset with 1.9M reactions from patents (1976-2016). Predict the reactants needed to synthesize the given product. Given the product [C:15]1([N:25]2[CH2:30][CH2:29][N:28]([CH2:2][CH2:3][CH2:4][CH2:5][N:6]3[C:10]4[CH:11]=[CH:12][CH:13]=[CH:14][C:9]=4[N:8]=[N:7]3)[CH2:27][CH2:26]2)[C:24]2[C:19](=[CH:20][CH:21]=[CH:22][CH:23]=2)[CH:18]=[CH:17][CH:16]=1, predict the reactants needed to synthesize it. The reactants are: Cl[CH2:2][CH2:3][CH2:4][CH2:5][N:6]1[C:10]2[CH:11]=[CH:12][CH:13]=[CH:14][C:9]=2[N:8]=[N:7]1.[C:15]1([N:25]2[CH2:30][CH2:29][NH:28][CH2:27][CH2:26]2)[C:24]2[C:19](=[CH:20][CH:21]=[CH:22][CH:23]=2)[CH:18]=[CH:17][CH:16]=1.C(N(C(C)C)CC)(C)C.[I-].[K+].